Dataset: Forward reaction prediction with 1.9M reactions from USPTO patents (1976-2016). Task: Predict the product of the given reaction. (1) Given the reactants [Si]([O:8][C:9]1[CH:17]=[CH:16][CH:15]=[C:14]2[C:10]=1[CH:11]=[CH:12][N:13]2[CH2:18][CH2:19][N:20]([CH2:28][C@H:29]([OH:36])[C:30]1[CH:31]=[N:32][CH:33]=[CH:34][CH:35]=1)[C:21](=[O:27])[O:22][C:23]([CH3:26])([CH3:25])[CH3:24])(C(C)(C)C)(C)C.[F-].C([N+](CCCC)(CCCC)CCCC)CCC, predict the reaction product. The product is: [OH:8][C:9]1[CH:17]=[CH:16][CH:15]=[C:14]2[C:10]=1[CH:11]=[CH:12][N:13]2[CH2:18][CH2:19][N:20]([CH2:28][C@H:29]([OH:36])[C:30]1[CH:31]=[N:32][CH:33]=[CH:34][CH:35]=1)[C:21](=[O:27])[O:22][C:23]([CH3:24])([CH3:26])[CH3:25]. (2) Given the reactants C[Si]([N-][Si](C)(C)C)(C)C.[Li+].[CH3:11][O:12][C:13](=[O:26])[CH2:14][NH:15][C:16]([O:18][CH2:19][C:20]1[CH:25]=[CH:24][CH:23]=[CH:22][CH:21]=1)=[O:17].[C:27](Cl)(=[O:41])/[CH:28]=[CH:29]/[CH2:30][CH2:31][CH2:32][CH2:33][CH2:34][CH2:35][CH2:36][CH2:37][CH2:38][CH2:39][CH3:40], predict the reaction product. The product is: [CH2:19]([O:18][C:16]([N:15]([CH2:14][C:13]([O:12][CH3:11])=[O:26])[C:27](=[O:41])/[CH:28]=[CH:29]/[CH2:30][CH2:31][CH2:32][CH2:33][CH2:34][CH2:35][CH2:36][CH2:37][CH2:38][CH2:39][CH3:40])=[O:17])[C:20]1[CH:25]=[CH:24][CH:23]=[CH:22][CH:21]=1. (3) Given the reactants [C:1]([O:5][C:6](=[O:12])[C@H:7]([CH:9]([CH3:11])[CH3:10])[NH2:8])([CH3:4])([CH3:3])[CH3:2].Cl[C:14](Cl)([O:16]C(=O)OC(Cl)(Cl)Cl)Cl.C(N(CC)CC)C, predict the reaction product. The product is: [N:8]([CH:7]([CH:9]([CH3:10])[CH3:11])[C:6]([O:5][C:1]([CH3:4])([CH3:3])[CH3:2])=[O:12])=[C:14]=[O:16]. (4) Given the reactants [CH2:1]([O:8][C@H:9]1[C@H:14]([O:15][CH2:16][C:17]2[CH:22]=[CH:21][CH:20]=[CH:19][CH:18]=2)[C@@H:13]([O:23][CH2:24][C:25]2[CH:30]=[CH:29][CH:28]=[CH:27][CH:26]=2)[C@@:12]([C:33]2[CH:38]=[CH:37][C:36]([Cl:39])=[C:35]([CH2:40][C:41]3[CH:46]=[CH:45][C:44]([O:47][CH2:48][C:49]([F:52])([F:51])[F:50])=[CH:43][CH:42]=3)[CH:34]=2)([O:31][CH3:32])[O:11][C@:10]1([CH2:55][OH:56])[CH:53]=[O:54])[C:2]1[CH:7]=[CH:6][CH:5]=[CH:4][CH:3]=1.[BH4-].[Na+], predict the reaction product. The product is: [CH2:1]([O:8][C@H:9]1[C@H:14]([O:15][CH2:16][C:17]2[CH:18]=[CH:19][CH:20]=[CH:21][CH:22]=2)[C@@H:13]([O:23][CH2:24][C:25]2[CH:26]=[CH:27][CH:28]=[CH:29][CH:30]=2)[C@@:12]([C:33]2[CH:38]=[CH:37][C:36]([Cl:39])=[C:35]([CH2:40][C:41]3[CH:42]=[CH:43][C:44]([O:47][CH2:48][C:49]([F:52])([F:51])[F:50])=[CH:45][CH:46]=3)[CH:34]=2)([O:31][CH3:32])[O:11][C:10]1([CH2:55][OH:56])[CH2:53][OH:54])[C:2]1[CH:3]=[CH:4][CH:5]=[CH:6][CH:7]=1. (5) Given the reactants [NH2:1][C:2]1[CH:10]=[C:9]([F:11])[C:8]([I:12])=[CH:7][C:3]=1[C:4]([OH:6])=[O:5].Cl[C:14]([O:17]C(Cl)=O)(Cl)Cl, predict the reaction product. The product is: [F:11][C:9]1[CH:10]=[C:2]2[NH:1][C:14](=[O:17])[O:6][C:4](=[O:5])[C:3]2=[CH:7][C:8]=1[I:12]. (6) Given the reactants Cl[C:2]1[C:11]2[C:6](=[CH:7][CH:8]=[CH:9][CH:10]=2)[CH:5]=[CH:4][N:3]=1.[NH2:12][C:13]1[C:22]2[C:17](=[CH:18][CH:19]=[CH:20][CH:21]=2)[CH:16]=[CH:15][N:14]=1.CC(C)([O-])C.[Na+].N#N, predict the reaction product. The product is: [C:2]1([NH:12][C:13]2[C:22]3[C:17](=[CH:18][CH:19]=[CH:20][CH:21]=3)[CH:16]=[CH:15][N:14]=2)[C:11]2[C:6](=[CH:7][CH:8]=[CH:9][CH:10]=2)[CH:5]=[CH:4][N:3]=1. (7) Given the reactants C(C1C=C(B(O)O)C=CC=1)(=O)C.Br[C:14]1[CH:15]=[CH:16][C:17]([C:20]([OH:23])([CH3:22])[CH3:21])=[N:18][CH:19]=1.C(NC(C1C(=O)C2C(=NC=CC=2)[N:32]([C:41]2[CH:46]=[CH:45][CH:44]=[C:43](Br)[CH:42]=2)C=1)=O)(C)C, predict the reaction product. The product is: [NH2:32][C:41]1[CH:42]=[C:43]([C:14]2[CH:15]=[CH:16][C:17]([C:20]([OH:23])([CH3:22])[CH3:21])=[N:18][CH:19]=2)[CH:44]=[CH:45][CH:46]=1.